This data is from CYP3A4 inhibition data for predicting drug metabolism from PubChem BioAssay. The task is: Regression/Classification. Given a drug SMILES string, predict its absorption, distribution, metabolism, or excretion properties. Task type varies by dataset: regression for continuous measurements (e.g., permeability, clearance, half-life) or binary classification for categorical outcomes (e.g., BBB penetration, CYP inhibition). Dataset: cyp3a4_veith. (1) The compound is C1CCC(C(C[C@@H]2CCCCN2)C2CCCCC2)CC1. The result is 0 (non-inhibitor). (2) The compound is c1ccc(CC2=NCCN2)cc1. The result is 0 (non-inhibitor). (3) The molecule is COc1ccccc1CN1CCC2(CC1)CCN(C(=O)c1cc(C(F)(F)F)cc(C(F)(F)F)c1)CC2. The result is 0 (non-inhibitor). (4) The result is 0 (non-inhibitor). The molecule is CN(N=O)c1cc(O)ccc1O. (5) The drug is COc1ccc(C2CC(C(F)(F)F)n3nc(C(=O)N(C)Cc4cn(C)nc4C)c(Cl)c3N2)cc1. The result is 1 (inhibitor). (6) The drug is C[C@@H](CNC(N)=O)NC(N)=O. The result is 0 (non-inhibitor). (7) The molecule is CN(C)C(=O)CN(c1ccc2c(c1)OCO2)S(C)(=O)=O. The result is 1 (inhibitor). (8) The molecule is O=C1Nc2ccccc2C1=Nc1cccc2ncccc12. The result is 0 (non-inhibitor). (9) The compound is Cc1ccccc1-c1nc(CS(=O)CC(=O)N2CCC3(CC2)OCCO3)c(C)o1. The result is 0 (non-inhibitor).